This data is from Forward reaction prediction with 1.9M reactions from USPTO patents (1976-2016). The task is: Predict the product of the given reaction. (1) Given the reactants O1CC[O:3][CH:2]1[C:6]1[CH:7]=[C:8]([C:13]2[N:18]=[C:17]([CH3:19])[N:16]=[C:15]([N:20]([CH2:30][C:31]3[CH:36]=[CH:35][C:34]([O:37][CH3:38])=[CH:33][CH:32]=3)[CH2:21][C:22]3[CH:27]=[CH:26][C:25]([O:28][CH3:29])=[CH:24][CH:23]=3)[N:14]=2)[C:9](F)=[N:10][CH:11]=1.N#N.[CH3:41][O:42][C:43]1[N:48]=[CH:47][C:46]([NH2:49])=[CH:45][CH:44]=1.[Li+].C[Si]([N-][Si](C)(C)C)(C)C, predict the reaction product. The product is: [CH3:29][O:28][C:25]1[CH:24]=[CH:23][C:22]([CH2:21][N:20]([CH2:30][C:31]2[CH:36]=[CH:35][C:34]([O:37][CH3:38])=[CH:33][CH:32]=2)[C:15]2[N:16]=[C:17]([CH3:19])[N:18]=[C:13]([C:8]3[C:9]([NH:49][C:46]4[CH:47]=[N:48][C:43]([O:42][CH3:41])=[CH:44][CH:45]=4)=[N:10][CH:11]=[C:6]([CH:7]=3)[CH:2]=[O:3])[N:14]=2)=[CH:27][CH:26]=1. (2) Given the reactants CN(CCN(C)C)C.[Li]CCCC.[CH3:14][O:15][C:16]1[CH:21]=[CH:20][C:19]([C:22]([F:25])([F:24])[F:23])=[CH:18][CH:17]=1.[CH:26]1([CH2:32]Br)[CH2:31][CH2:30][CH2:29][CH2:28][CH2:27]1, predict the reaction product. The product is: [CH:26]1([CH2:32][C:17]2[CH:18]=[C:19]([C:22]([F:23])([F:24])[F:25])[CH:20]=[CH:21][C:16]=2[O:15][CH3:14])[CH2:31][CH2:30][CH2:29][CH2:28][CH2:27]1.